Task: Predict the reaction yield, written as a fraction of the theoretical maximum amount of product (1.0 means a 100% yield; for example, 0.34 means a 34% yield).. Dataset: Reaction yield outcomes from USPTO patents with 853,638 reactions (1) The reactants are [O:1]=[C:2]1[CH2:11][CH2:10][C:9]2[C:4](=[CH:5][C:6]([O:12][CH2:13][CH2:14][CH2:15][CH2:16][N:17]3[CH2:22][CH2:21][N:20]([C:23]4[C:31]5[CH:30]=[C:29](C(O)=O)[S:28][C:27]=5[CH:26]=[CH:25][CH:24]=4)[CH2:19][CH2:18]3)=[CH:7][CH:8]=2)[NH:3]1. The catalyst is N1C2C(=CC=CC=2)C=CC=1. The product is [S:28]1[CH:29]=[CH:30][C:31]2[C:23]([N:20]3[CH2:19][CH2:18][N:17]([CH2:16][CH2:15][CH2:14][CH2:13][O:12][C:6]4[CH:5]=[C:4]5[C:9]([CH2:10][CH2:11][C:2](=[O:1])[NH:3]5)=[CH:8][CH:7]=4)[CH2:22][CH2:21]3)=[CH:24][CH:25]=[CH:26][C:27]1=2. The yield is 0.700. (2) The reactants are [CH3:1][O:2][C:3]1[CH:8]=[CH:7][C:6]([CH2:9][CH2:10][C:11]([NH:13][CH2:14][CH2:15][CH3:16])=[O:12])=[CH:5][CH:4]=1.F[B-](F)(F)F.[CH3:22][O+](C)C. The catalyst is C(Cl)Cl. The product is [CH3:22][O:12][C:11](=[N:13][CH2:14][CH2:15][CH3:16])[CH2:10][CH2:9][C:6]1[CH:5]=[CH:4][C:3]([O:2][CH3:1])=[CH:8][CH:7]=1. The yield is 0.938. (3) The reactants are [Li+].[OH-].C([O:5][C:6]([C:8]1[C:9](Cl)=[N:10][C:11]2[C:16]([C:17]=1[CH3:18])=[CH:15][CH:14]=[C:13]([C:19]([F:22])([F:21])[F:20])[CH:12]=2)=[O:7])C.CO.C1C[O:29][CH2:28]C1. No catalyst specified. The product is [CH3:28][O:29][C:9]1[C:8]([C:6]([OH:5])=[O:7])=[C:17]([CH3:18])[C:16]2[C:11](=[CH:12][C:13]([C:19]([F:22])([F:21])[F:20])=[CH:14][CH:15]=2)[N:10]=1. The yield is 0.660. (4) The reactants are [F:1][C:2]([F:16])([F:15])/[CH:3]=[CH:4]/[C:5]1[CH:13]=[CH:12][C:8]([C:9]([OH:11])=O)=[C:7]([CH3:14])[CH:6]=1.C(Cl)(=O)C(Cl)=O.[N:23]1[C:32]2[C:27](=[CH:28][CH:29]=[CH:30][N:31]=2)[CH:26]=[CH:25][C:24]=1[NH2:33]. The catalyst is C(Cl)Cl.CN(C=O)C.N1C=CC=CC=1.CCOC(C)=O. The product is [CH3:14][C:7]1[CH:6]=[C:5](/[CH:4]=[CH:3]/[C:2]([F:1])([F:16])[F:15])[CH:13]=[CH:12][C:8]=1[C:9]([NH:33][C:24]1[CH:25]=[CH:26][C:27]2[C:32](=[N:31][CH:30]=[CH:29][CH:28]=2)[N:23]=1)=[O:11]. The yield is 0.220. (5) The reactants are [CH2:1]([N:8]1[C:13](=[O:14])[C:12]2[C:15]([CH3:18])=[N:16][S:17][C:11]=2[N:10]=[C:9]1[CH:19](Br)[CH:20]([CH3:22])[CH3:21])[C:2]1[CH:7]=[CH:6][CH:5]=[CH:4][CH:3]=1.[N-:24]=[N+:25]=[N-:26].[Na+].[Br-]. The catalyst is CN(C=O)C. The product is [N:24]([CH:19]([C:9]1[N:8]([CH2:1][C:2]2[CH:7]=[CH:6][CH:5]=[CH:4][CH:3]=2)[C:13](=[O:14])[C:12]2[C:15]([CH3:18])=[N:16][S:17][C:11]=2[N:10]=1)[CH:20]([CH3:22])[CH3:21])=[N+:25]=[N-:26]. The yield is 0.940. (6) The product is [C:22]([C:2]1[CH:3]=[C:4]([CH2:7][CH2:8][NH:9][C:10](=[O:16])[O:11][C:12]([CH3:15])([CH3:14])[CH3:13])[CH:5]=[CH:6][N:1]=1)#[N:23]. The yield is 0.860. The reactants are [N:1]1[CH:6]=[CH:5][C:4]([CH2:7][CH2:8][NH+:9]([O-])[C:10](=[O:16])[O:11][C:12]([CH3:15])([CH3:14])[CH3:13])=[CH:3][CH:2]=1.C[Si]([C:22]#[N:23])(C)C.CN(C)C(Cl)=O. The catalyst is [N+](CC)([O-])=O.